Dataset: Forward reaction prediction with 1.9M reactions from USPTO patents (1976-2016). Task: Predict the product of the given reaction. (1) Given the reactants [CH3:1][C:2]1[O:6][N:5]=[C:4]([C:7]2[CH:8]=[C:9]([CH:18]=[CH:19][CH:20]=2)[O:10][CH:11]([CH2:15][CH2:16][CH3:17])[C:12](O)=[O:13])[N:3]=1.S(Cl)([Cl:23])=O, predict the reaction product. The product is: [CH3:1][C:2]1[O:6][N:5]=[C:4]([C:7]2[CH:8]=[C:9]([CH:18]=[CH:19][CH:20]=2)[O:10][CH:11]([CH2:15][CH2:16][CH3:17])[C:12]([Cl:23])=[O:13])[N:3]=1. (2) Given the reactants [CH2:1]([O:5][C:6]1[CH:11]=[CH:10][C:9](Br)=[C:8]([F:13])[CH:7]=1)[CH2:2][CH2:3][CH3:4].FC(F)(O[C:34]1[CH:39]=[CH:38][C:37]([C:40]2[CH:45]=[C:44]([F:46])[C:43]([C:47]([F:50])([F:49])[F:48])=[C:42]([F:51])[CH:41]=2)=[C:36]([F:52])[CH:35]=1)C1C(F)=CC(B2OC(C)(C)C(C)(C)O2)=CC=1F.[OH-:54].[NH3+]N, predict the reaction product. The product is: [F:49][C:47]([F:48])([C:43]1[C:42]([F:51])=[CH:41][C:40]([C:9]2[CH:10]=[CH:11][C:6]([O:5][CH2:1][CH2:2][CH2:3][CH3:4])=[CH:7][C:8]=2[F:13])=[CH:45][C:44]=1[F:46])[O:54][C:34]1[CH:35]=[C:36]([F:52])[C:37]([C:40]2[CH:41]=[C:42]([F:51])[C:43]([C:47]([F:50])([F:49])[F:48])=[C:44]([F:46])[CH:45]=2)=[CH:38][CH:39]=1. (3) Given the reactants [NH2:1][CH2:2][CH2:3][NH:4][C:5](=[O:11])[O:6][C:7]([CH3:10])([CH3:9])[CH3:8].N1C=CC=CC=1.ClCCl.[F:21][C:22]([F:33])([F:32])[C:23](O[C:23](=[O:24])[C:22]([F:33])([F:32])[F:21])=[O:24], predict the reaction product. The product is: [F:21][C:22]([F:33])([F:32])[C:23]([NH:1][CH2:2][CH2:3][NH:4][C:5](=[O:11])[O:6][C:7]([CH3:8])([CH3:10])[CH3:9])=[O:24]. (4) Given the reactants [Br:1][C:2]1[CH:7]=[CH:6][C:5](I)=[CH:4][C:3]=1[CH3:9].[O:10]=[C:11]1[NH:15][CH2:14][C@@H:13]([NH:16][C:17](=[O:23])[O:18][C:19]([CH3:22])([CH3:21])[CH3:20])[CH2:12]1.[F-].[Cs+].CN(C)CCN.[Cl-].[NH4+], predict the reaction product. The product is: [Br:1][C:2]1[CH:7]=[CH:6][C:5]([N:15]2[C:11](=[O:10])[CH2:12][C@H:13]([NH:16][C:17](=[O:23])[O:18][C:19]([CH3:21])([CH3:20])[CH3:22])[CH2:14]2)=[CH:4][C:3]=1[CH3:9]. (5) Given the reactants [NH2:1][CH:2]([C:17]([O:19][CH2:20][CH3:21])=[O:18])[CH:3]([N:7]1[CH:11]=[CH:10][C:9]([CH3:12])=[C:8]1[C:13](OC)=[O:14])[O:4][CH2:5][CH3:6], predict the reaction product. The product is: [CH2:5]([O:4][CH:3]1[N:7]2[CH:11]=[CH:10][C:9]([CH3:12])=[C:8]2[C:13](=[O:14])[NH:1][CH:2]1[C:17]([O:19][CH2:20][CH3:21])=[O:18])[CH3:6].